This data is from Aqueous solubility values for 9,982 compounds from the AqSolDB database. The task is: Regression/Classification. Given a drug SMILES string, predict its absorption, distribution, metabolism, or excretion properties. Task type varies by dataset: regression for continuous measurements (e.g., permeability, clearance, half-life) or binary classification for categorical outcomes (e.g., BBB penetration, CYP inhibition). For this dataset (solubility_aqsoldb), we predict Y. (1) The Y is -7.29 log mol/L. The drug is CC(C)(C)c1cc(Cn2c(=O)n(Cc3cc(C(C)(C)C)c(O)c(C(C)(C)C)c3)c(=O)n(Cc3cc(C(C)(C)C)c(O)c(C(C)(C)C)c3)c2=O)cc(C(C)(C)C)c1O. (2) The drug is CCCCCCCCCCC(C)CCCCCCCC. The Y is -6.45 log mol/L.